Predict the reaction yield, written as a fraction of the theoretical maximum amount of product (1.0 means a 100% yield; for example, 0.34 means a 34% yield). From a dataset of Reaction yield outcomes from USPTO patents with 853,638 reactions. (1) The reactants are C(N(CC)CC)C.[F:8][C:9]1[CH:17]=[C:16]2[C:12]([C:13]([CH:25]=[O:26])=[CH:14][N:15]2C(OC(C)(C)C)=O)=[CH:11][CH:10]=1.[CH3:27][O:28][C:29]1[CH:30]=[C:31]([CH:42]=[CH:43][CH:44]=1)[N:32]=[CH:33][C:34]1[CH:39]=[N:38][C:37]([O:40][CH3:41])=[CH:36][N:35]=1. The catalyst is [Cl-].C([N+]1C(C)=C(CCO)SC=1)C1C=CC=CC=1.C(O)C. The product is [F:8][C:9]1[CH:17]=[C:16]2[C:12]([C:13]([C:25](=[O:26])[CH:33]([NH:32][C:31]3[CH:42]=[CH:43][CH:44]=[C:29]([O:28][CH3:27])[CH:30]=3)[C:34]3[CH:39]=[N:38][C:37]([O:40][CH3:41])=[CH:36][N:35]=3)=[CH:14][NH:15]2)=[CH:11][CH:10]=1. The yield is 0.390. (2) The reactants are [CH3:1][C:2]1[C:6]([CH2:7][CH2:8][CH3:9])=[C:5]([NH2:10])[NH:4][N:3]=1.[CH3:11][O:12][C:13]1[CH:18]=[CH:17][C:16]([C:19](=O)[CH2:20][C:21](OC)=[O:22])=[CH:15][CH:14]=1. The catalyst is C(O)(=O)C. The product is [CH3:11][O:12][C:13]1[CH:18]=[CH:17][C:16]([C:19]2[NH:10][C:5]3[N:4]([N:3]=[C:2]([CH3:1])[C:6]=3[CH2:7][CH2:8][CH3:9])[C:21](=[O:22])[CH:20]=2)=[CH:15][CH:14]=1. The yield is 0.410. (3) The reactants are B(F)(F)[F:2].[CH2:5]([O:7][P:8]([N:13]1[CH:19]2[CH:14]1[CH2:15][CH2:16][N:17]([C:20]([O:22][CH2:23][C:24]1[CH:29]=[CH:28][CH:27]=[CH:26][CH:25]=1)=[O:21])[CH2:18]2)([O:10][CH2:11][CH3:12])=[O:9])[CH3:6]. The catalyst is C(Cl)Cl. The product is [CH2:5]([O:7][P:8]([NH:13][C@H:19]1[C@H:14]([F:2])[CH2:15][CH2:16][N:17]([C:20]([O:22][CH2:23][C:24]2[CH:29]=[CH:28][CH:27]=[CH:26][CH:25]=2)=[O:21])[CH2:18]1)([O:10][CH2:11][CH3:12])=[O:9])[CH3:6]. The yield is 0.170. (4) The reactants are [Cl:1][C:2]1[N:3]([CH2:10][CH2:11][C:12]2([CH3:15])[CH2:14][O:13]2)[CH:4]=[C:5]([N+:7]([O-:9])=[O:8])[N:6]=1.[I:16][C:17]1[CH:22]=[CH:21][C:20]([OH:23])=[CH:19][CH:18]=1. No catalyst specified. The product is [Cl:1][C:2]1[N:3]([CH2:10][CH2:11][C:12]([CH3:15])([OH:13])[CH2:14][O:23][C:20]2[CH:21]=[CH:22][C:17]([I:16])=[CH:18][CH:19]=2)[CH:4]=[C:5]([N+:7]([O-:9])=[O:8])[N:6]=1. The yield is 0.810. (5) The reactants are C(OC(=O)[NH:7][CH2:8][CH:9]1[CH2:14][CH2:13][CH:12]([CH2:15][NH:16][C:17]([NH2:19])=[O:18])[CH2:11][CH2:10]1)(C)(C)C. The catalyst is ClCCl. The product is [NH2:7][CH2:8][CH:9]1[CH2:10][CH2:11][CH:12]([CH2:15][NH:16][C:17]([NH2:19])=[O:18])[CH2:13][CH2:14]1. The yield is 1.00. (6) The reactants are [NH:1]1[CH2:6][CH2:5][CH:4]([N:7]2[CH2:12][CH2:11][C:10](=[O:13])[NH:9][C:8]2=[O:14])[CH2:3][CH2:2]1.C1C=CC2N(O)N=NC=2C=1.[Cl:25][C:26]1[CH:27]=[C:28]2[C:33](=[CH:34][CH:35]=1)[CH:32]=[C:31]([S:36]([CH2:39][C@@H:40]([OH:44])[C:41](O)=[O:42])(=[O:38])=[O:37])[CH:30]=[CH:29]2.CCN=C=NCCCN(C)C. The catalyst is CN(C=O)C. The product is [Cl:25][C:26]1[CH:27]=[C:28]2[C:33](=[CH:34][CH:35]=1)[CH:32]=[C:31]([S:36]([CH2:39][C@@H:40]([OH:44])[C:41]([N:1]1[CH2:2][CH2:3][CH:4]([N:7]3[CH2:12][CH2:11][C:10](=[O:13])[NH:9][C:8]3=[O:14])[CH2:5][CH2:6]1)=[O:42])(=[O:37])=[O:38])[CH:30]=[CH:29]2. The yield is 0.0900.